Dataset: Full USPTO retrosynthesis dataset with 1.9M reactions from patents (1976-2016). Task: Predict the reactants needed to synthesize the given product. (1) Given the product [Cl:10][C:11]1[CH:30]=[CH:29][C:14]([O:15][C:16]2[CH:17]=[CH:18][C:19]([C:22]3[C:23]4=[N:28][S:6](=[O:8])(=[O:7])[CH2:5][CH2:4][N:24]4[CH:25]=[CH:26][CH:27]=3)=[CH:20][CH:21]=2)=[CH:13][C:12]=1[O:31][CH3:32], predict the reactants needed to synthesize it. The reactants are: [H-].[Na+].Cl[CH2:4][CH2:5][S:6](Cl)(=[O:8])=[O:7].[Cl:10][C:11]1[CH:30]=[CH:29][C:14]([O:15][C:16]2[CH:21]=[CH:20][C:19]([C:22]3[C:23]([NH2:28])=[N:24][CH:25]=[CH:26][CH:27]=3)=[CH:18][CH:17]=2)=[CH:13][C:12]=1[O:31][CH3:32]. (2) The reactants are: FC(F)(F)C(O)=O.[CH2:8]([NH:12][C:13]1[N:21]=[C:20]2[C:16]([N:17]=[C:18]([O:22][CH3:23])[NH:19]2)=[C:15]([NH2:24])[N:14]=1)[CH2:9][CH2:10][CH3:11].C(=O)([O-])[O-].[K+].[K+].Br[CH2:32][CH:33]1[CH2:38][CH2:37][O:36][CH2:35][CH2:34]1. Given the product [CH2:8]([NH:12][C:13]1[N:21]=[C:20]2[C:16]([N:17]=[C:18]([O:22][CH3:23])[N:19]2[CH2:32][CH:33]2[CH2:38][CH2:37][O:36][CH2:35][CH2:34]2)=[C:15]([NH2:24])[N:14]=1)[CH2:9][CH2:10][CH3:11], predict the reactants needed to synthesize it. (3) Given the product [NH:17]1[CH:2]=[CH:5][C:21]([C:20]([O:24][CH3:25])=[O:23])=[CH:22]1, predict the reactants needed to synthesize it. The reactants are: C[C:2]([CH3:5])([O-])C.[K+].C1(C)C=CC(S(C[N+:17]#[C-])(=O)=O)=CC=1.[C:20]([O:24][CH3:25])(=[O:23])[CH:21]=[CH2:22].O. (4) Given the product [Cl:11][C:10]1[O:9][C:8]([C:12]2[CH:17]=[CH:16][CH:15]=[CH:14][CH:13]=2)=[N:7][C:6]=1[C:4]([OH:5])=[O:3], predict the reactants needed to synthesize it. The reactants are: C([O:3][C:4]([C:6]1[N:7]=[C:8]([C:12]2[CH:17]=[CH:16][CH:15]=[CH:14][CH:13]=2)[O:9][C:10]=1[Cl:11])=[O:5])C.O1CCCC1.CO.[H-].[OH-].[Li+].